This data is from Forward reaction prediction with 1.9M reactions from USPTO patents (1976-2016). The task is: Predict the product of the given reaction. Given the reactants [CH3:1][N:2]([CH3:11])[C:3]1[CH:10]=[CH:9][C:6]([C:7]#[N:8])=[CH:5][CH:4]=1.[Br:12]N1C(=O)CCC1=O, predict the reaction product. The product is: [Br:12][C:4]1[CH:5]=[C:6]([CH:9]=[CH:10][C:3]=1[N:2]([CH3:11])[CH3:1])[C:7]#[N:8].